From a dataset of Peptide-MHC class II binding affinity with 134,281 pairs from IEDB. Regression. Given a peptide amino acid sequence and an MHC pseudo amino acid sequence, predict their binding affinity value. This is MHC class II binding data. (1) The peptide sequence is HLKRYYGRILHYLKA. The MHC is DRB5_0101 with pseudo-sequence DRB5_0101. The binding affinity (normalized) is 0.923. (2) The peptide sequence is DAAFKIAATAANAAP. The MHC is DRB1_0301 with pseudo-sequence DRB1_0301. The binding affinity (normalized) is 0.193. (3) The peptide sequence is EGKIILVAVHVASGYIE. The MHC is DRB3_0202 with pseudo-sequence DRB3_0202. The binding affinity (normalized) is 0.179. (4) The peptide sequence is LQIIDKIDAAFKVAA. The binding affinity (normalized) is 0.423. The MHC is HLA-DPA10103-DPB10201 with pseudo-sequence HLA-DPA10103-DPB10201. (5) The peptide sequence is TFKNAHAKKPEVVVL. The MHC is DRB1_0404 with pseudo-sequence DRB1_0404. The binding affinity (normalized) is 0.524. (6) The peptide sequence is RLTYQWHKEGSSIGK. The MHC is DRB1_0701 with pseudo-sequence DRB1_0701. The binding affinity (normalized) is 0.565. (7) The peptide sequence is KVEFTGDLVVKALGA. The MHC is DRB1_0405 with pseudo-sequence DRB1_0405. The binding affinity (normalized) is 0.838. (8) The peptide sequence is LMSTRRVLEREQIPT. The MHC is DRB4_0101 with pseudo-sequence DRB4_0103. The binding affinity (normalized) is 0.193. (9) The peptide sequence is VGNWQYFFPVIFSKASDSLQLVFGIELMEVD. The MHC is DRB1_0701 with pseudo-sequence DRB1_0701. The binding affinity (normalized) is 0.613.